Dataset: Full USPTO retrosynthesis dataset with 1.9M reactions from patents (1976-2016). Task: Predict the reactants needed to synthesize the given product. (1) Given the product [Cl:1][C:2]1[CH:7]=[C:6]([N:8]=[C:22]=[S:23])[CH:5]=[C:4]([Cl:9])[C:3]=1[C:10]1[CH:11]=[CH:12][C:13]([F:16])=[CH:14][CH:15]=1, predict the reactants needed to synthesize it. The reactants are: [Cl:1][C:2]1[CH:7]=[C:6]([NH2:8])[CH:5]=[C:4]([Cl:9])[C:3]=1[C:10]1[CH:15]=[CH:14][C:13]([F:16])=[CH:12][CH:11]=1.N1([C:22](N2C=CN=C2)=[S:23])C=CN=C1. (2) Given the product [CH3:1][NH:2][S:3]([C:6]1[CH:7]=[C:8]2[C:12](=[CH:13][CH:14]=1)[NH:11][C:10](=[O:15])[C:9]2=[CH:26][C:25]1[C:24]2[C:19](=[CH:20][CH:21]=[CH:22][CH:23]=2)[NH:18][C:17]=1[CH3:16])(=[O:5])=[O:4], predict the reactants needed to synthesize it. The reactants are: [CH3:1][NH:2][S:3]([C:6]1[CH:7]=[C:8]2[C:12](=[CH:13][CH:14]=1)[NH:11][C:10](=[O:15])[CH2:9]2)(=[O:5])=[O:4].[CH3:16][C:17]1[NH:18][C:19]2[C:24]([C:25]=1[CH:26]=O)=[CH:23][CH:22]=[CH:21][CH:20]=2. (3) Given the product [NH2:1][C:2]1[C:9]([Br:21])=[C:8]([Cl:10])[C:7]([CH2:11][CH2:12][CH3:13])=[CH:6][C:3]=1[C:4]#[N:5], predict the reactants needed to synthesize it. The reactants are: [NH2:1][C:2]1[CH:9]=[C:8]([Cl:10])[C:7]([CH2:11][CH2:12][CH3:13])=[CH:6][C:3]=1[C:4]#[N:5].C1C(=O)N([Br:21])C(=O)C1. (4) Given the product [C:19]([C:16]1[CH:15]=[CH:14][C:13]([C:12]([NH:11][CH2:10][CH2:9][CH2:8][CH2:7][C@H:6]([N:28]2[C:40]3[CH:39]=[CH:38][CH:37]=[CH:36][C:35]=3[C:34]3[C:29]2=[CH:30][CH:31]=[CH:32][CH:33]=3)[C:5]([OH:41])=[O:4])=[O:27])=[CH:18][CH:17]=1)(=[O:26])[C:20]1[CH:25]=[CH:24][CH:23]=[CH:22][CH:21]=1, predict the reactants needed to synthesize it. The reactants are: [OH-].[K+].C[O:4][C:5](=[O:41])[C@@H:6]([N:28]1[C:40]2[CH:39]=[CH:38][CH:37]=[CH:36][C:35]=2[C:34]2[C:29]1=[CH:30][CH:31]=[CH:32][CH:33]=2)[CH2:7][CH2:8][CH2:9][CH2:10][NH:11][C:12](=[O:27])[C:13]1[CH:18]=[CH:17][C:16]([C:19](=[O:26])[C:20]2[CH:25]=[CH:24][CH:23]=[CH:22][CH:21]=2)=[CH:15][CH:14]=1.C1(C)C=CC=CC=1.Cl. (5) Given the product [CH:1]12[CH2:10][CH:5]3[CH2:6][CH:7]([CH2:9][CH:3]([CH2:4]3)[CH:2]1[NH:11][C:12]([C@H:14]1[CH2:19][O:18][CH2:17][CH2:16][N:15]1[CH2:20][CH2:31][N:29]([CH3:28])[CH3:30])=[O:13])[CH2:8]2, predict the reactants needed to synthesize it. The reactants are: [CH:1]12[CH2:10][CH:5]3[CH2:6][CH:7]([CH2:9][CH:3]([CH2:4]3)[CH:2]1[NH:11][C:12]([C@H:14]1[CH2:19][O:18][CH2:17][CH2:16][N:15]1[CH2:20]CN)=[O:13])[CH2:8]2.C(O)=O.C=O.[CH3:28][N:29]([CH:31]=O)[CH3:30]. (6) Given the product [Br:10][C:11]1[CH:12]=[CH:13][C:14]2[N:15]([CH:17]=[C:18]([C:20]([NH:8][CH2:7][C:2]3[CH:3]=[CH:4][CH:5]=[CH:6][C:1]=3[CH3:9])=[O:21])[N:19]=2)[CH:16]=1, predict the reactants needed to synthesize it. The reactants are: [C:1]1([CH3:9])[CH:6]=[CH:5][CH:4]=[CH:3][C:2]=1[CH2:7][NH2:8].[Br:10][C:11]1[CH:12]=[CH:13][C:14]2[N:15]([CH:17]=[C:18]([C:20](OCC)=[O:21])[N:19]=2)[CH:16]=1. (7) Given the product [CH2:1]([C:3]1[N:14]([C:15]2[CH:20]=[CH:19][C:18]([OH:21])=[CH:17][CH:16]=2)[C:7](=[O:9])[C:6]2[C:5](=[CH:13][CH:12]=[CH:11][CH:10]=2)[N:4]=1)[CH3:2], predict the reactants needed to synthesize it. The reactants are: [CH2:1]([C:3]1O[C:7](=[O:9])[C:6]2[CH:10]=[CH:11][CH:12]=[CH:13][C:5]=2[N:4]=1)[CH3:2].[NH2:14][C:15]1[CH:20]=[CH:19][C:18]([OH:21])=[CH:17][CH:16]=1. (8) Given the product [F:11][C:12]([F:23])([F:22])[C:13]([NH:1][C:2]1[CH:6]=[CH:5][S:4][C:3]=1[C:7]([O:9][CH3:10])=[O:8])=[O:14], predict the reactants needed to synthesize it. The reactants are: [NH2:1][C:2]1[CH:6]=[CH:5][S:4][C:3]=1[C:7]([O:9][CH3:10])=[O:8].[F:11][C:12]([F:23])([F:22])[C:13](O[C:13](=[O:14])[C:12]([F:23])([F:22])[F:11])=[O:14]. (9) Given the product [CH3:1][NH:2][C:3]([C:5]1[C:9]([NH2:10])=[C:8]([Cl:13])[S:7][C:6]=1[Cl:14])=[O:4], predict the reactants needed to synthesize it. The reactants are: [CH3:1][NH:2][C:3]([C:5]1[C:9]([N+:10]([O-])=O)=[C:8]([Cl:13])[S:7][C:6]=1[Cl:14])=[O:4].[H][H]. (10) Given the product [F:12][C:11]1[CH:10]=[CH:9][C:5]([CH2:6][OH:7])=[CH:4][C:3]=1[C:1]#[N:2], predict the reactants needed to synthesize it. The reactants are: [C:1]([C:3]1[CH:4]=[C:5]([CH:9]=[CH:10][C:11]=1[F:12])[C:6](O)=[O:7])#[N:2].C1N=CN(C(N2C=NC=C2)=O)C=1.[BH4-].[Na+].